Dataset: Full USPTO retrosynthesis dataset with 1.9M reactions from patents (1976-2016). Task: Predict the reactants needed to synthesize the given product. (1) Given the product [Cl:1][C:2]1[S:6][C:5]([S:7]([NH:10][C@H:11]([CH2:17][OH:18])[CH:12]([CH2:13][CH3:14])[CH2:15][CH3:16])(=[O:9])=[O:8])=[CH:4][CH:3]=1, predict the reactants needed to synthesize it. The reactants are: [Cl:1][C:2]1[S:6][C:5]([S:7]([NH:10][C@H:11]([C:17](O)=[O:18])[CH:12]([CH2:15][CH3:16])[CH2:13][CH3:14])(=[O:9])=[O:8])=[CH:4][CH:3]=1. (2) Given the product [Cl:14][C:15]1[C:16]([C:22]2[C:23](=[O:25])[O:24][C:2]([OH:38])([CH3:13])[C:3]=2[C:5]2[CH:10]=[CH:9][C:8]([S:11][CH3:12])=[CH:7][N:6]=2)=[N:17][CH:18]=[C:19]([Cl:21])[CH:20]=1, predict the reactants needed to synthesize it. The reactants are: Br[CH:2]([CH3:13])[C:3]([C:5]1[CH:10]=[CH:9][C:8]([S:11][CH3:12])=[CH:7][N:6]=1)=O.[Cl:14][C:15]1[C:16]([CH2:22][C:23]([OH:25])=[O:24])=[N:17][CH:18]=[C:19]([Cl:21])[CH:20]=1.N12CCCN=C1CCCCC2.Cl.[OH2:38]. (3) Given the product [ClH:19].[CH:15]1([NH:14][C:13]([C@@H:9]2[CH2:10][CH2:11][CH2:12][NH:8]2)=[O:18])[CH2:17][CH2:16]1, predict the reactants needed to synthesize it. The reactants are: C(OC([N:8]1[CH2:12][CH2:11][CH2:10][C@H:9]1[C:13](=[O:18])[NH:14][CH:15]1[CH2:17][CH2:16]1)=O)(C)(C)C.[ClH:19]. (4) Given the product [N+:1]([C:4]1[CH:5]=[CH:6][C:7]([CH2:10][CH:11]=[CH:12][C:13]([O:15][CH2:16][CH3:17])=[O:14])=[CH:8][CH:9]=1)([O-:3])=[O:2], predict the reactants needed to synthesize it. The reactants are: [N+:1]([C:4]1[CH:9]=[CH:8][C:7]([CH2:10][CH:11](O)[CH2:12][C:13]([O:15][CH2:16][CH3:17])=[O:14])=[CH:6][CH:5]=1)([O-:3])=[O:2].C(N(CC)CC)C.CS(Cl)(=O)=O.C1CCN2C(=NCCC2)CC1.